From a dataset of Peptide-MHC class I binding affinity with 185,985 pairs from IEDB/IMGT. Regression. Given a peptide amino acid sequence and an MHC pseudo amino acid sequence, predict their binding affinity value. This is MHC class I binding data. (1) The peptide sequence is SELTVSPPD. The MHC is HLA-A80:01 with pseudo-sequence HLA-A80:01. The binding affinity (normalized) is 0.0847. (2) The MHC is H-2-Kb with pseudo-sequence H-2-Kb. The binding affinity (normalized) is 0.979. The peptide sequence is ILFTYLHL. (3) The peptide sequence is IVTDSQYAL. The MHC is HLA-A33:01 with pseudo-sequence HLA-A33:01. The binding affinity (normalized) is 0. (4) The peptide sequence is TAYCPLQHW. The MHC is HLA-B07:02 with pseudo-sequence HLA-B07:02. The binding affinity (normalized) is 0.213. (5) The peptide sequence is ARVAASLAK. The MHC is HLA-A24:03 with pseudo-sequence HLA-A24:03. The binding affinity (normalized) is 0.0847. (6) The peptide sequence is LSSLGAHL. The MHC is Mamu-A01 with pseudo-sequence Mamu-A01. The binding affinity (normalized) is 0.605. (7) The peptide sequence is SRARIKTRL. The MHC is HLA-B39:01 with pseudo-sequence HLA-B39:01. The binding affinity (normalized) is 0.397.